From a dataset of Catalyst prediction with 721,799 reactions and 888 catalyst types from USPTO. Predict which catalyst facilitates the given reaction. (1) Reactant: [CH3:1][C:2]1[CH:17]=[CH:16][CH:15]=[C:14]([CH2:18][O:19][C@@H:20]2[CH2:25][CH2:24][CH2:23][C@H:22]([O:26][CH2:27][C:28]3[N:29]=[C:30]([C:34]4[CH:39]=[CH:38][C:37]([CH3:40])=[CH:36][CH:35]=4)[O:31][C:32]=3[CH3:33])[CH2:21]2)[C:3]=1[C:4]([O:6]CC1C=CC=CC=1)=[O:5].[H][H]. Product: [CH3:1][C:2]1[CH:17]=[CH:16][CH:15]=[C:14]([CH2:18][O:19][C@@H:20]2[CH2:25][CH2:24][CH2:23][C@H:22]([O:26][CH2:27][C:28]3[N:29]=[C:30]([C:34]4[CH:35]=[CH:36][C:37]([CH3:40])=[CH:38][CH:39]=4)[O:31][C:32]=3[CH3:33])[CH2:21]2)[C:3]=1[C:4]([OH:6])=[O:5]. The catalyst class is: 123. (2) Reactant: [CH:1]1[CH:6]=[CH:5][C:4]([CH:7]([C:12]([OH:14])=[O:13])[CH2:8][C:9]([OH:11])=[O:10])=[CH:3][CH:2]=1.[CH2:15](O)[CH3:16].[C:18]1(C)C=CC=C[CH:19]=1.OS(O)(=O)=O. Product: [C:4]1([CH:7]([CH2:8][C:9]([O:11][CH2:15][CH3:16])=[O:10])[C:12]([O:14][CH2:18][CH3:19])=[O:13])[CH:3]=[CH:2][CH:1]=[CH:6][CH:5]=1. The catalyst class is: 6. (3) Reactant: [C:1]([OH:7])([C:3]([F:6])([F:5])[F:4])=[O:2]. Product: [F:4][C:3]([F:6])([F:5])[C:1]([OH:7])=[O:2].[OH:7][C:1]([C:3]([F:6])([F:5])[F:4])=[O:2]. The catalyst class is: 192. (4) Reactant: [CH3:1][O:2][C:3]1[CH:20]=[CH:19][C:6]([CH2:7][O:8][C:9]([C:14]2[S:15][CH:16]=[CH:17][N:18]=2)([CH2:12][OH:13])[CH2:10]O)=[CH:5][CH:4]=1.C([Li])CCC.C1(C)C=CC(S(Cl)(=O)=O)=CC=1. Product: [CH3:1][O:2][C:3]1[CH:20]=[CH:19][C:6]([CH2:7][O:8][C:9]2([C:14]3[S:15][CH:16]=[CH:17][N:18]=3)[CH2:12][O:13][CH2:10]2)=[CH:5][CH:4]=1. The catalyst class is: 7. (5) Product: [CH:20]1([CH2:19][O:11][C:4]2[C:5]([O:9][CH3:10])=[CH:6][CH:7]=[CH:8][C:3]=2[O:2][CH3:1])[CH2:22][CH2:21]1. Reactant: [CH3:1][O:2][C:3]1[CH:8]=[CH:7][CH:6]=[C:5]([O:9][CH3:10])[C:4]=1[OH:11].C(=O)([O-])[O-].[K+].[K+].Br[CH2:19][CH:20]1[CH2:22][CH2:21]1. The catalyst class is: 10. (6) Reactant: [NH2:1][CH2:2][CH2:3][NH:4][S:5]([C:8]1[CH:13]=[CH:12][CH:11]=[C:10]([CH:14]2[C:23]3[C:18](=[C:19]([Cl:25])[CH:20]=[C:21]([Cl:24])[CH:22]=3)[CH2:17][N:16]([CH3:26])[CH2:15]2)[CH:9]=1)(=[O:7])=[O:6].[OH:27][CH:28]([CH:32]([OH:36])[C:33]([O-])=[O:34])[C:29]([O-])=[O:30].[CH2:37]([N:39]([CH2:42][CH3:43])[CH2:40][CH3:41])C. Product: [Cl:24][C:21]1[CH:22]=[C:23]2[C:18](=[C:19]([Cl:25])[CH:20]=1)[CH2:17][N:16]([CH3:26])[CH2:15][CH:14]2[C:10]1[CH:9]=[C:8]([S:5]([NH:4][CH2:3][CH2:2][NH:1][C:33](=[O:34])[CH:32]([OH:36])[CH:28]([OH:27])[C:29]([NH:1][CH2:2][CH2:3][NH:4][S:5]([C:8]2[CH:13]=[CH:12][CH:11]=[C:10]([CH:41]3[C:23]4[C:43](=[C:19]([Cl:25])[CH:20]=[C:21]([Cl:24])[CH:22]=4)[CH2:42][N:39]([CH3:37])[CH2:40]3)[CH:9]=2)(=[O:6])=[O:7])=[O:30])(=[O:7])=[O:6])[CH:13]=[CH:12][CH:11]=1. The catalyst class is: 3. (7) Reactant: [OH-].[K+].C(O)(=[O:5])C.C(O)(=O)C.IC1C=CC=CC=1.[CH3:18][C:19]1[CH:24]=[CH:23][N:22]=[C:21]([C:25](=[O:27])[CH3:26])[CH:20]=1. Product: [OH:5][CH2:26][C:25]([C:21]1[CH:20]=[C:19]([CH3:18])[CH:24]=[CH:23][N:22]=1)=[O:27]. The catalyst class is: 5. (8) Reactant: [S:1]1[CH:5]=[CH:4][CH:3]=[C:2]1[CH:6]([OH:13])[C:7]#[C:8][Si](C)(C)C.C1(C)C=CC(P(C2C=CC(C)=CC=2)C2C=CC(C)=CC=2)=CC=1.CC1(C)CCCC(C)(C)N1. Product: [S:1]1[CH:5]=[CH:4][C:3]2[CH2:8][CH2:7][C:6](=[O:13])[C:2]1=2. The catalyst class is: 11. (9) Reactant: [OH-].[Li+].[C:3]([NH:6][C:7]1[N:8]=[CH:9][C:10]2[C:15]([CH:16]=1)=[CH:14][C:13]([NH:17][CH:18]([C:23]1[CH:28]=[CH:27][C:26]([O:29][CH:30]([CH3:32])[CH3:31])=[C:25]([O:33][CH2:34][CH3:35])[CH:24]=1)[C:19]([O:21]C)=[O:20])=[CH:12][CH:11]=2)(=[O:5])[CH3:4]. Product: [C:3]([NH:6][C:7]1[N:8]=[CH:9][C:10]2[C:15]([CH:16]=1)=[CH:14][C:13]([NH:17][CH:18]([C:23]1[CH:28]=[CH:27][C:26]([O:29][CH:30]([CH3:32])[CH3:31])=[C:25]([O:33][CH2:34][CH3:35])[CH:24]=1)[C:19]([OH:21])=[O:20])=[CH:12][CH:11]=2)(=[O:5])[CH3:4]. The catalyst class is: 30. (10) Reactant: [CH3:1][C:2]1[CH:7]=[CH:6][N:5]=[C:4]([S:8][CH3:9])[N:3]=1.[C:10]1([C:16]([NH:18][C:19]2[CH:29]=[CH:28][C:22]([C:23](OCC)=[O:24])=[CH:21][CH:20]=2)=[O:17])[CH:15]=[CH:14][CH:13]=[CH:12][CH:11]=1. Product: [CH3:9][S:8][C:4]1[N:3]=[C:2]([CH2:1][C:23]([C:22]2[CH:21]=[CH:20][C:19]([NH:18][C:16](=[O:17])[C:10]3[CH:11]=[CH:12][CH:13]=[CH:14][CH:15]=3)=[CH:29][CH:28]=2)=[O:24])[CH:7]=[CH:6][N:5]=1. The catalyst class is: 1.